Dataset: Reaction yield outcomes from USPTO patents with 853,638 reactions. Task: Predict the reaction yield, written as a fraction of the theoretical maximum amount of product (1.0 means a 100% yield; for example, 0.34 means a 34% yield). The reactants are [CH3:1][C:2]1[CH:7]=[CH:6][C:5]([OH:8])=[C:4]([N+:9]([O-])=O)[CH:3]=1. The catalyst is CO.[Pd]. The product is [NH2:9][C:4]1[CH:3]=[C:2]([CH3:1])[CH:7]=[CH:6][C:5]=1[OH:8]. The yield is 1.00.